From a dataset of Forward reaction prediction with 1.9M reactions from USPTO patents (1976-2016). Predict the product of the given reaction. (1) Given the reactants C([O:8][C:9]1[CH:10]=[CH:11][C:12]2[O:39][CH2:38][C:15]3([C:23]4[C:18](=[CH:19][CH:20]=[CH:21][CH:22]=4)[N:17]([CH:24]([C:31]4[CH:36]=[CH:35][CH:34]=[CH:33][CH:32]=4)[C:25]4[CH:30]=[CH:29][CH:28]=[CH:27][CH:26]=4)[C:16]3=[O:37])[C:13]=2[CH:14]=1)C1C=CC=CC=1.C(OC1C=CC2C3(COC=2C=1)C1C(=CC=CC=1)N(C(C1C=CC=CC=1)C1C=CC=CC=1)C3=O)C1C=CC=CC=1, predict the reaction product. The product is: [C:31]1([CH:24]([C:25]2[CH:30]=[CH:29][CH:28]=[CH:27][CH:26]=2)[N:17]2[C:18]3[C:23](=[CH:22][CH:21]=[CH:20][CH:19]=3)[C:15]3([C:13]4[CH:14]=[C:9]([OH:8])[CH:10]=[CH:11][C:12]=4[O:39][CH2:38]3)[C:16]2=[O:37])[CH:32]=[CH:33][CH:34]=[CH:35][CH:36]=1. (2) Given the reactants Br[C:2]1[N:3]([CH2:10][CH:11]([OH:25])[CH2:12][O:13][C:14]2[CH:19]=[CH:18][C:17]([O:20][C:21]([F:24])([F:23])[F:22])=[CH:16][CH:15]=2)[CH:4]=[C:5]([N+:7]([O-:9])=[O:8])[N:6]=1.[H-].[Na+], predict the reaction product. The product is: [N+:7]([C:5]1[N:6]=[C:2]2[N:3]([CH:4]=1)[CH2:10][CH:11]([CH2:12][O:13][C:14]1[CH:19]=[CH:18][C:17]([O:20][C:21]([F:24])([F:23])[F:22])=[CH:16][CH:15]=1)[O:25]2)([O-:9])=[O:8]. (3) Given the reactants I[C:2]1[CH:22]=[CH:21][C:5]2[O:6][CH2:7][C:8]3([C:11]4[N:12]([N:13]=[C:14]([C:16](OCC)=[O:17])[CH:15]=4)[C:4]=2[CH:3]=1)[CH2:10][CH2:9]3.C(N)=[NH:24].C[O-].[Na+].[C:29]([C@:31]1([OH:38])[CH2:35][CH2:34][N:33]([CH3:36])[C:32]1=[O:37])#[CH:30], predict the reaction product. The product is: [OH:38][C@@:31]1([C:29]#[C:30][C:2]2[CH:22]=[CH:21][C:5]3[O:6][CH2:7][C:8]4([C:11]5[N:12]([N:13]=[C:14]([C:16]([NH2:24])=[O:17])[CH:15]=5)[C:4]=3[CH:3]=2)[CH2:10][CH2:9]4)[CH2:35][CH2:34][N:33]([CH3:36])[C:32]1=[O:37]. (4) The product is: [OH:1][C:2]1[CH:3]=[C:4]2[C:9](=[CH:10][CH:11]=1)[C:8]([C:12]([O:14][CH3:19])=[O:13])=[CH:7][CH:6]=[CH:5]2. Given the reactants [OH:1][C:2]1[CH:3]=[C:4]2[C:9](=[CH:10][CH:11]=1)[C:8]([C:12]([OH:14])=[O:13])=[CH:7][CH:6]=[CH:5]2.S(Cl)(Cl)=O.[CH3:19]O, predict the reaction product. (5) Given the reactants [CH3:1][O:2][C:3](=[O:23])[C:4]1[CH:9]=[CH:8][C:7]([CH2:10][CH2:11][CH2:12][C:13]2[C:21]3[C:16](=[CH:17][CH:18]=[CH:19][CH:20]=3)[NH:15][C:14]=2[CH3:22])=[CH:6][CH:5]=1.[H-].[Na+].[CH:26](Br)([C:33]1[CH:38]=[CH:37][CH:36]=[CH:35][CH:34]=1)[C:27]1[CH:32]=[CH:31][CH:30]=[CH:29][CH:28]=1.O, predict the reaction product. The product is: [CH3:1][O:2][C:3](=[O:23])[C:4]1[CH:5]=[CH:6][C:7]([CH2:10][CH2:11][CH2:12][C:13]2[C:21]3[C:16](=[CH:17][CH:18]=[CH:19][CH:20]=3)[N:15]([CH:26]([C:27]3[CH:32]=[CH:31][CH:30]=[CH:29][CH:28]=3)[C:33]3[CH:38]=[CH:37][CH:36]=[CH:35][CH:34]=3)[C:14]=2[CH3:22])=[CH:8][CH:9]=1. (6) Given the reactants [Cl:1][C:2]1[CH:7]=[C:6]([F:8])[C:5]([C:9]2[C:18]3[C:13](=[CH:14][C:15]([N:19]4[CH2:24][CH2:23][O:22][CH2:21][CH2:20]4)=[CH:16][CH:17]=3)[N:12]=[CH:11][N:10]=2)=[CH:4][C:3]=1[CH:25]([OH:33])[C:26]1[CH:31]=[CH:30][C:29](=[O:32])[NH:28][N:27]=1.I[CH2:35][CH3:36].C(=O)([O-])[O-].[K+].[K+], predict the reaction product. The product is: [Cl:1][C:2]1[CH:7]=[C:6]([F:8])[C:5]([C:9]2[C:18]3[C:13](=[CH:14][C:15]([N:19]4[CH2:24][CH2:23][O:22][CH2:21][CH2:20]4)=[CH:16][CH:17]=3)[N:12]=[CH:11][N:10]=2)=[CH:4][C:3]=1[CH:25]([OH:33])[C:26]1[CH:31]=[CH:30][C:29](=[O:32])[N:28]([CH2:35][CH3:36])[N:27]=1. (7) Given the reactants [C:1]([O:5][C:6]([N:8]1[CH2:13][CH2:12][N:11]([C:14]2[CH:15]=[C:16]([CH:32]=[CH:33][CH:34]=2)[O:17][CH:18]2[CH2:21][N:20]([C:22]3[N:30]=[CH:29][C:28]([Cl:31])=[CH:27][C:23]=3[C:24](O)=[O:25])[CH2:19]2)[CH2:10][CH2:9]1)=[O:7])([CH3:4])([CH3:3])[CH3:2].O.ON1C2C=CC=CC=2N=N1.Cl.C(N=C=NCCCN(C)C)C.Cl.[NH2:59][C:60]1([C:63]2[CH:72]=[CH:71][C:66]([C:67]([O:69][CH3:70])=[O:68])=[CH:65][CH:64]=2)[CH2:62][CH2:61]1.C(N(CC)CC)C, predict the reaction product. The product is: [Cl:31][C:28]1[CH:27]=[C:23]([C:24](=[O:25])[NH:59][C:60]2([C:63]3[CH:72]=[CH:71][C:66]([C:67]([O:69][CH3:70])=[O:68])=[CH:65][CH:64]=3)[CH2:62][CH2:61]2)[C:22]([N:20]2[CH2:21][CH:18]([O:17][C:16]3[CH:15]=[C:14]([N:11]4[CH2:12][CH2:13][N:8]([C:6]([O:5][C:1]([CH3:4])([CH3:3])[CH3:2])=[O:7])[CH2:9][CH2:10]4)[CH:34]=[CH:33][CH:32]=3)[CH2:19]2)=[N:30][CH:29]=1. (8) Given the reactants [NH2:1][C:2]1[C:9]([C:10]#[C:11][Si](C)(C)C)=[CH:8][C:5]([C:6]#[N:7])=[CH:4][C:3]=1[Br:16].O1CCCC1.[F-].C([N+](CCCC)(CCCC)CCCC)CCC.C1COCC1, predict the reaction product. The product is: [NH2:1][C:2]1[C:9]([C:10]#[CH:11])=[CH:8][C:5]([C:6]#[N:7])=[CH:4][C:3]=1[Br:16].